Dataset: Peptide-MHC class II binding affinity with 134,281 pairs from IEDB. Task: Regression. Given a peptide amino acid sequence and an MHC pseudo amino acid sequence, predict their binding affinity value. This is MHC class II binding data. (1) The peptide sequence is YFHRRDLRLMANAICSAV. The MHC is DRB1_0301 with pseudo-sequence DRB1_0301. The binding affinity (normalized) is 0.249. (2) The binding affinity (normalized) is 0. The peptide sequence is DVTITAPGDSPNTDG. The MHC is HLA-DQA10104-DQB10503 with pseudo-sequence HLA-DQA10104-DQB10503. (3) The peptide sequence is CDCDDKFYDCLKNSADTI. The MHC is DRB5_0101 with pseudo-sequence DRB5_0101. The binding affinity (normalized) is 0.0718. (4) The peptide sequence is NVYQRGTHPFSRIRD. The MHC is DRB3_0202 with pseudo-sequence DRB3_0202. The binding affinity (normalized) is 0.936. (5) The peptide sequence is EGKQSLTKLAAAWGG. The MHC is HLA-DQA10101-DQB10501 with pseudo-sequence HLA-DQA10101-DQB10501. The binding affinity (normalized) is 0. (6) The peptide sequence is HMQDKTMVKKWRDVP. The MHC is DRB1_0404 with pseudo-sequence DRB1_0404. The binding affinity (normalized) is 0.190.